Dataset: Full USPTO retrosynthesis dataset with 1.9M reactions from patents (1976-2016). Task: Predict the reactants needed to synthesize the given product. (1) Given the product [ClH:25].[F:24][C:20]1[CH:21]=[C:22]([F:23])[C:17]2[O:16][N:15]=[C:14]([N:11]3[CH2:10][CH2:9][NH:8][CH2:13][CH2:12]3)[C:18]=2[CH:19]=1, predict the reactants needed to synthesize it. The reactants are: C(OC([N:8]1[CH2:13][CH2:12][N:11]([C:14]2[C:18]3[CH:19]=[C:20]([F:24])[CH:21]=[C:22]([F:23])[C:17]=3[O:16][N:15]=2)[CH2:10][CH2:9]1)=O)(C)(C)C.[ClH:25].O1CCOCC1. (2) Given the product [CH3:14][NH:15][C:11](=[O:13])[CH2:10][O:9][NH:8][C:6](=[O:7])[O:5][C:1]([CH3:4])([CH3:3])[CH3:2], predict the reactants needed to synthesize it. The reactants are: [C:1]([O:5][C:6]([NH:8][O:9][CH2:10][C:11]([OH:13])=O)=[O:7])([CH3:4])([CH3:3])[CH3:2].[CH3:14][N:15]1CCOCC1.ClC(OCC(C)C)=O.CN.C(O)C. (3) The reactants are: Cl[C:2]1[C:11]2[N:12]([CH2:15][C:16]3[CH:21]=[CH:20][C:19]([O:22][CH3:23])=[CH:18][CH:17]=3)[N:13]=[CH:14][C:10]=2[C:9]2[CH:8]=[C:7]([C:24]3[CH:25]=[N:26][CH:27]=[CH:28][CH:29]=3)[CH:6]=[CH:5][C:4]=2[N:3]=1.[H-].[H-].[H-].[H-].[Li+].[Al+3].C(C1C(=O)C(Cl)=C(Cl)C(=O)C=1C#N)#N. Given the product [CH3:23][O:22][C:19]1[CH:18]=[CH:17][C:16]([CH2:15][N:12]2[C:11]3[CH:2]=[N:3][C:4]4[CH:5]=[CH:6][C:7]([C:24]5[CH:25]=[N:26][CH:27]=[CH:28][CH:29]=5)=[CH:8][C:9]=4[C:10]=3[CH:14]=[N:13]2)=[CH:21][CH:20]=1, predict the reactants needed to synthesize it. (4) Given the product [I:21][C:12]1[CH:13]=[CH:14][C:2]([C:1]([O:16][C:17]([CH3:20])([CH3:19])[CH3:18])=[O:15])=[CH:3][C:4]=1[C:5]([O:7][C:8]([CH3:11])([CH3:10])[CH3:9])=[O:6], predict the reactants needed to synthesize it. The reactants are: [C:1]([O:16][C:17]([CH3:20])([CH3:19])[CH3:18])(=[O:15])[C:2]1[CH:14]=[CH:13][CH:12]=[C:4]([C:5]([O:7][C:8]([CH3:11])([CH3:10])[CH3:9])=[O:6])[CH:3]=1.[I:21]I. (5) Given the product [NH:7]1[C:2]2[C:1](=[CH:6][CH:5]=[CH:4][CH:3]=2)[N:8]=[CH:10][C:11]1=[O:12], predict the reactants needed to synthesize it. The reactants are: [C:1]1([NH2:8])[CH:6]=[CH:5][CH:4]=[CH:3][C:2]=1[NH2:7].O.[C:10](O)(=O)[CH:11]=[O:12]. (6) Given the product [CH2:42]([N:4]([CH2:1][CH2:2][CH3:3])[C:5]([C:7]1[CH:8]=[C:9]([CH:39]=[CH:40][CH:41]=1)[C:10]([NH:12][C@@H:13]([CH2:32][CH:33]([CH3:38])[CH3:34])[CH2:14][NH:15][C@H:16]([C:18]([NH:20][C@H:21]([C:25]([NH:27][CH2:28][CH:29]([CH3:30])[CH3:31])=[O:26])[CH:22]([CH3:24])[CH3:23])=[O:19])[CH3:17])=[O:11])=[O:6])[CH2:43][CH3:44], predict the reactants needed to synthesize it. The reactants are: [CH2:1]([N:4]([CH2:42][CH2:43][CH3:44])[C:5]([C:7]1[CH:8]=[C:9]([CH:39]=[CH:40][CH:41]=1)[C:10]([NH:12][C@@H:13]([CH2:32][C:33]1[CH:38]=CC=C[CH:34]=1)[CH2:14][NH:15][C@H:16]([C:18]([NH:20][C@H:21]([C:25]([NH:27][CH2:28][CH:29]([CH3:31])[CH3:30])=[O:26])[CH:22]([CH3:24])[CH3:23])=[O:19])[CH3:17])=[O:11])=[O:6])[CH2:2][CH3:3].C(O)(=O)C.C(O[BH-](OC(=O)C)OC(=O)C)(=O)C.[Na+]. (7) Given the product [O:11]1[C:12]2([CH2:17][CH2:16][CH:15]([NH:1][C:2]3[CH:7]=[CH:6][CH:5]=[CH:4][C:3]=3[OH:8])[CH2:14][CH2:13]2)[O:19][CH2:9][CH2:10]1, predict the reactants needed to synthesize it. The reactants are: [NH2:1][C:2]1[CH:7]=[CH:6][CH:5]=[CH:4][C:3]=1[OH:8].[CH2:9]1[O:19][C:12]2([CH2:17][CH2:16][C:15](=O)[CH2:14][CH2:13]2)[O:11][CH2:10]1.C(O[BH-](OC(=O)C)OC(=O)C)(=O)C.[Na+]. (8) Given the product [CH3:1][O:2][C:3]1[C:8]([N+:9]([O-:11])=[O:10])=[CH:7][CH:6]=[CH:5][C:4]=1[C:22]1[S:26][C:25]([C:27]([OH:29])=[O:28])=[CH:24][CH:23]=1, predict the reactants needed to synthesize it. The reactants are: [CH3:1][O:2][C:3]1[C:8]([N+:9]([O-:11])=[O:10])=[CH:7][CH:6]=[CH:5][C:4]=1B1OC(C)(C)C(C)(C)O1.Br[C:22]1[S:26][C:25]([C:27]([OH:29])=[O:28])=[CH:24][CH:23]=1.C(=O)([O-])[O-].[Na+].[Na+]. (9) The reactants are: [S:1]([N:11]1[C:15]2=[N:16][CH:17]=[C:18]([CH:20]=[O:21])[N:19]=[C:14]2[CH:13]=[CH:12]1)([C:4]1[CH:10]=[CH:9][C:7]([CH3:8])=[CH:6][CH:5]=1)(=[O:3])=[O:2].Br[CH2:23][CH:24]=[CH2:25].[In].Cl. Given the product [S:1]([N:11]1[C:15]2[N:16]=[CH:17][C:18]([CH:20]([OH:21])[CH2:25][CH:24]=[CH2:23])=[N:19][C:14]=2[CH:13]=[CH:12]1)([C:4]1[CH:5]=[CH:6][C:7]([CH3:8])=[CH:9][CH:10]=1)(=[O:2])=[O:3], predict the reactants needed to synthesize it. (10) The reactants are: BrC1C=C(C=CC=1)[CH2:5][N:6]([C@@H:24]1[C:33]2[C:28](=[CH:29][CH:30]=[CH:31][CH:32]=2)[CH2:27][CH2:26][CH2:25]1)[C:7]([C:9]1[CH:14]=[C:13]([C:15]([OH:17])=[O:16])[C:12]([C:18]([OH:20])=[O:19])=[CH:11][C:10]=1[C:21]([OH:23])=[O:22])=[O:8].[S:37]1[CH:41]=[CH:40][CH:39]=[C:38]1[C:42]1[CH:43]=[C:44](B(O)O)[CH:45]=[CH:46][CH:47]=1. Given the product [C@@H:24]1([N:6]([CH2:5][C:44]2[CH:45]=[CH:46][CH:47]=[C:42]([C:38]3[S:37][CH:41]=[CH:40][CH:39]=3)[CH:43]=2)[C:7]([C:9]2[CH:14]=[C:13]([C:15]([OH:17])=[O:16])[C:12]([C:18]([OH:20])=[O:19])=[CH:11][C:10]=2[C:21]([OH:23])=[O:22])=[O:8])[C:33]2[C:28](=[CH:29][CH:30]=[CH:31][CH:32]=2)[CH2:27][CH2:26][CH2:25]1, predict the reactants needed to synthesize it.